Dataset: Forward reaction prediction with 1.9M reactions from USPTO patents (1976-2016). Task: Predict the product of the given reaction. (1) Given the reactants [CH3:1][O:2][CH2:3][O:4][C:5]1[CH:10]=[C:9]([O:11][CH2:12][O:13][CH3:14])[CH:8]=[CH:7][C:6]=1[CH:15]1[CH2:20][CH2:19][CH2:18][C:17](=O)[CH2:16]1.[NH:22]1[CH2:27][CH2:26][NH:25][CH2:24][CH2:23]1.C(O[BH-](OC(=O)C)OC(=O)C)(=O)C.C[N+](C)(C)C.C(O)(=O)C, predict the reaction product. The product is: [CH3:1][O:2][CH2:3][O:4][C:5]1[CH:10]=[C:9]([O:11][CH2:12][O:13][CH3:14])[CH:8]=[CH:7][C:6]=1[CH:15]1[CH2:20][CH2:19][CH2:18][CH:17]([N:22]2[CH2:27][CH2:26][NH:25][CH2:24][CH2:23]2)[CH2:16]1. (2) Given the reactants [CH3:1][N:2]([S:23]([C:26]1[S:27][CH:28]=[CH:29][N:30]=1)(=[O:25])=[O:24])[C:3]1[CH:4]=[CH:5][CH:6]=[C:7]2[C:11]=1[NH:10][C:9]([C:12]1[S:13][CH:14]([CH2:17][C:18](OCC)=[O:19])[CH2:15][N:16]=1)=[CH:8]2.[BH4-].[Li+], predict the reaction product. The product is: [OH:19][CH2:18][CH2:17][CH:14]1[S:13][C:12]([C:9]2[NH:10][C:11]3[C:7]([CH:8]=2)=[CH:6][CH:5]=[CH:4][C:3]=3[N:2]([CH3:1])[S:23]([C:26]2[S:27][CH:28]=[CH:29][N:30]=2)(=[O:24])=[O:25])=[N:16][CH2:15]1. (3) Given the reactants [F:1][C:2]1[CH:7]=[CH:6][C:5]([S:8]([N:11]2[CH:15]([CH3:16])[CH2:14][CH2:13][C:12]2=[O:17])(=[O:10])=[O:9])=[CH:4][CH:3]=1.C[Si]([N-][Si](C)(C)C)(C)C.[Na+].[Cl:28][C:29]1[CH:30]=[C:31]([CH:34]=[CH:35][C:36]=1[Cl:37])[CH:32]=O, predict the reaction product. The product is: [Cl:28][C:29]1[CH:30]=[C:31]([CH:32]=[C:13]2[CH2:14][CH:15]([CH3:16])[N:11]([S:8]([C:5]3[CH:4]=[CH:3][C:2]([F:1])=[CH:7][CH:6]=3)(=[O:10])=[O:9])[C:12]2=[O:17])[CH:34]=[CH:35][C:36]=1[Cl:37]. (4) The product is: [F:9][C:10]1[CH:15]=[CH:14][C:13]([C:2]2[N:7]=[CH:6][N:5]=[C:4]([NH2:8])[CH:3]=2)=[C:12]([O:19][CH3:20])[CH:11]=1. Given the reactants Cl[C:2]1[N:7]=[CH:6][N:5]=[C:4]([NH2:8])[CH:3]=1.[F:9][C:10]1[CH:15]=[CH:14][C:13](B(O)O)=[C:12]([O:19][CH3:20])[CH:11]=1.C(=O)([O-])[O-].[K+].[K+].COCCOC, predict the reaction product. (5) Given the reactants Br[C:2]1[CH:3]=[CH:4][N:5]=[C:6]2[C:11]=1[N:10]=[C:9]([O:12][CH3:13])[CH:8]=[CH:7]2.[Li]CCCC.[C:19]([O:23][C:24]([N:26]1[CH2:31][CH2:30][C:29](=[O:32])[CH2:28][CH2:27]1)=[O:25])([CH3:22])([CH3:21])[CH3:20], predict the reaction product. The product is: [C:19]([O:23][C:24]([N:26]1[CH2:31][CH2:30][C:29]([OH:32])([C:2]2[C:11]3[C:6](=[CH:7][CH:8]=[C:9]([O:12][CH3:13])[N:10]=3)[N:5]=[CH:4][CH:3]=2)[CH2:28][CH2:27]1)=[O:25])([CH3:22])([CH3:20])[CH3:21].